From a dataset of CYP2C9 inhibition data for predicting drug metabolism from PubChem BioAssay. Regression/Classification. Given a drug SMILES string, predict its absorption, distribution, metabolism, or excretion properties. Task type varies by dataset: regression for continuous measurements (e.g., permeability, clearance, half-life) or binary classification for categorical outcomes (e.g., BBB penetration, CYP inhibition). Dataset: cyp2c9_veith. (1) The compound is Clc1ccc(COC(Cn2ccnc2)c2ccc(Cl)cc2Cl)c(Cl)c1. The result is 1 (inhibitor). (2) The molecule is O=c1[nH]c(=O)n([C@@H]2C[C@H](O)[C@H](CO)O2)cc1C(F)(F)F. The result is 0 (non-inhibitor).